This data is from Catalyst prediction with 721,799 reactions and 888 catalyst types from USPTO. The task is: Predict which catalyst facilitates the given reaction. (1) Reactant: C([N:4]1[C:12]2[C:7](=[CH:8][C:9]([N+:13]([O-:15])=[O:14])=[CH:10][CH:11]=2)[C:6](=[C:16](OCC)[C:17]2[CH:22]=[CH:21][CH:20]=[CH:19][CH:18]=2)[C:5]1=[O:26])(=O)C.[O:27]1[CH2:32][CH2:31][N:30]([CH2:33][C:34]2[CH:40]=[CH:39][C:37]([NH2:38])=[CH:36][CH:35]=2)[CH2:29][CH2:28]1.[OH-].[Na+]. Product: [O:27]1[CH2:28][CH2:29][N:30]([CH2:33][C:34]2[CH:40]=[CH:39][C:37]([NH:38]/[C:16](=[C:6]3\[C:5](=[O:26])[NH:4][C:12]4[C:7]\3=[CH:8][C:9]([N+:13]([O-:15])=[O:14])=[CH:10][CH:11]=4)/[C:17]3[CH:18]=[CH:19][CH:20]=[CH:21][CH:22]=3)=[CH:36][CH:35]=2)[CH2:31][CH2:32]1. The catalyst class is: 121. (2) Reactant: [C:1]([C:5]1[CH:12]=[CH:11][C:8]([CH:9]=O)=[CH:7][CH:6]=1)([CH3:4])([CH3:3])[CH3:2].[C:13]1([CH2:19][CH2:20][CH2:21][NH2:22])[CH:18]=[CH:17][CH:16]=[CH:15][CH:14]=1.[BH4-].[Na+].Cl. Product: [C:1]([C:5]1[CH:12]=[CH:11][C:8]([CH2:9][NH:22][CH2:21][CH2:20][CH2:19][C:13]2[CH:18]=[CH:17][CH:16]=[CH:15][CH:14]=2)=[CH:7][CH:6]=1)([CH3:4])([CH3:3])[CH3:2]. The catalyst class is: 5.